Dataset: Reaction yield outcomes from USPTO patents with 853,638 reactions. Task: Predict the reaction yield, written as a fraction of the theoretical maximum amount of product (1.0 means a 100% yield; for example, 0.34 means a 34% yield). The reactants are [NH2:1][C:2]1[C:11]2[C:6](=[C:7](Br)[CH:8]=[CH:9][CH:10]=2)[N:5]=[N:4][C:3]=1[C:13]([NH:15][CH2:16][CH3:17])=[O:14].[CH3:18][O:19][C:20]1[CH:25]=[CH:24][C:23]([O:26][CH3:27])=[CH:22][C:21]=1B(O)O. No catalyst specified. The product is [NH2:1][C:2]1[C:11]2[C:6](=[C:7]([C:24]3[CH:25]=[C:20]([O:19][CH3:18])[CH:21]=[CH:22][C:23]=3[O:26][CH3:27])[CH:8]=[CH:9][CH:10]=2)[N:5]=[N:4][C:3]=1[C:13]([NH:15][CH2:16][CH3:17])=[O:14]. The yield is 0.540.